This data is from Catalyst prediction with 721,799 reactions and 888 catalyst types from USPTO. The task is: Predict which catalyst facilitates the given reaction. (1) Reactant: C([O:3][C:4](=O)[CH:5]([C:18]1[CH:23]=[CH:22][C:21]([O:24][CH3:25])=[CH:20][CH:19]=1)[C:6]([C:8]1[CH:13]=[CH:12][C:11]([S:14]([CH3:17])(=[O:16])=[O:15])=[CH:10][CH:9]=1)=O)C.[CH3:27][NH:28][NH:29][CH3:30]. Product: [CH3:17][S:14]([C:11]1[CH:12]=[CH:13][C:8]([C:6]2[N:29]([CH3:30])[N:28]([CH3:27])[C:4](=[O:3])[C:5]=2[C:18]2[CH:23]=[CH:22][C:21]([O:24][CH3:25])=[CH:20][CH:19]=2)=[CH:9][CH:10]=1)(=[O:16])=[O:15]. The catalyst class is: 93. (2) Reactant: O.[OH-].[Li+].O.[Cl:5][C:6]1[CH:7]=[C:8]2[C:12](=[CH:13][CH:14]=1)[N:11]([C:15]1[C:24]3[C:19](=[CH:20][CH:21]=[CH:22][CH:23]=3)[N:18]=[CH:17][CH:16]=1)[CH:10]=[C:9]2[C:25]([O:27]C)=[O:26]. Product: [C:25]([C:9]1[C:8]2[C:12](=[CH:13][CH:14]=[C:6]([Cl:5])[CH:7]=2)[N:11]([C:15]2[C:24]3[C:19](=[CH:20][CH:21]=[CH:22][CH:23]=3)[N:18]=[CH:17][CH:16]=2)[CH:10]=1)([OH:27])=[O:26]. The catalyst class is: 7. (3) Reactant: C[O:2][C:3](=[O:26])[CH2:4][C:5]1[CH:10]=[CH:9][CH:8]=[C:7]([CH2:11][CH2:12][CH2:13][CH2:14]OS(C2C=CC(C)=CC=2)(=O)=O)[CH:6]=1.[C:27]1([CH:33]([C:48]2[CH:53]=[CH:52][CH:51]=[CH:50][CH:49]=2)[CH2:34][NH:35][CH2:36][C:37]2[CH:42]=[CH:41][CH:40]=[C:39]([C:43]([F:46])([F:45])[F:44])[C:38]=2[Cl:47])[CH:32]=[CH:31][CH:30]=[CH:29][CH:28]=1.C(=O)([O-])[O-].[K+].[K+]. Product: [Cl:47][C:38]1[C:39]([C:43]([F:44])([F:45])[F:46])=[CH:40][CH:41]=[CH:42][C:37]=1[CH2:36][N:35]([CH2:34][CH:33]([C:48]1[CH:53]=[CH:52][CH:51]=[CH:50][CH:49]=1)[C:27]1[CH:32]=[CH:31][CH:30]=[CH:29][CH:28]=1)[CH2:14][CH2:13][CH2:12][CH2:11][C:7]1[CH:6]=[C:5]([CH2:4][C:3]([OH:2])=[O:26])[CH:10]=[CH:9][CH:8]=1. The catalyst class is: 47. (4) Reactant: [C:1]([CH:3]1[CH2:8][CH2:7][NH:6][CH2:5][CH2:4]1)#[N:2].[C:9](O[C:9]([O:11][C:12]([CH3:15])([CH3:14])[CH3:13])=[O:10])([O:11][C:12]([CH3:15])([CH3:14])[CH3:13])=[O:10]. Product: [C:12]([O:11][C:9]([N:6]1[CH2:7][CH2:8][CH:3]([C:1]#[N:2])[CH2:4][CH2:5]1)=[O:10])([CH3:15])([CH3:14])[CH3:13]. The catalyst class is: 5. (5) The catalyst class is: 1. Reactant: [C:1]([O:5][C:6]([N:8]1[CH2:11][CH:10]([C:12]2[CH:13]=[C:14]3[C:18](=[CH:19][CH:20]=2)[N:17]([Si](C(C)C)(C(C)C)C(C)C)[CH:16]=[CH:15]3)[CH2:9]1)=[O:7])([CH3:4])([CH3:3])[CH3:2].[F-].C([N+](CCCC)(CCCC)CCCC)CCC. Product: [C:1]([O:5][C:6]([N:8]1[CH2:9][CH:10]([C:12]2[CH:13]=[C:14]3[C:18](=[CH:19][CH:20]=2)[NH:17][CH:16]=[CH:15]3)[CH2:11]1)=[O:7])([CH3:4])([CH3:2])[CH3:3]. (6) Reactant: [NH2:1][C:2]([NH2:4])=[O:3].N[C:6]1[C:15]([N:16]2[CH2:21][CH2:20][O:19][CH2:18][CH2:17]2)=[CH:14][C:13]([Br:22])=[CH:12][C:7]=1[C:8](OC)=[O:9]. Product: [Br:22][C:13]1[CH:12]=[C:7]2[C:6](=[C:15]([N:16]3[CH2:17][CH2:18][O:19][CH2:20][CH2:21]3)[CH:14]=1)[NH:4][C:2](=[O:3])[NH:1][C:8]2=[O:9]. The catalyst class is: 6. (7) Product: [Cl:1][C:2]1[CH:3]=[CH:4][C:5]([N:15]2[CH:19]=[C:18]([Cl:20])[N:17]=[N:16]2)=[C:6]([C:8]2[N:13]=[CH:12][N:11]([C@@H:57]3[C:73]4[CH:74]=[C:69]([N:70]=[CH:71][CH:72]=4)[C:68]4[N:67]([CH3:75])[N:66]=[CH:65][C:64]=4[NH:63][C:62](=[O:76])[C@H:61]([CH3:77])[CH2:60][CH2:59][CH2:58]3)[C:10](=[O:14])[CH:9]=2)[CH:7]=1. The catalyst class is: 705. Reactant: [Cl:1][C:2]1[CH:3]=[CH:4][C:5]([N:15]2[CH:19]=[C:18]([Cl:20])[N:17]=[N:16]2)=[C:6]([C:8]2[N:13]=[CH:12][N:11]=[C:10]([OH:14])[CH:9]=2)[CH:7]=1.CN(C(ON1N=NC2C=CC=NC1=2)=[N+](C)C)C.F[P-](F)(F)(F)(F)F.C1CCN2C(=NCCC2)CC1.N[C@@H:57]1[C:73]2[CH:74]=[C:69]([N:70]=[CH:71][CH:72]=2)[C:68]2[N:67]([CH3:75])[N:66]=[CH:65][C:64]=2[NH:63][C:62](=[O:76])[C@H:61]([CH3:77])[CH2:60][CH2:59][CH2:58]1.